Dataset: Reaction yield outcomes from USPTO patents with 853,638 reactions. Task: Predict the reaction yield, written as a fraction of the theoretical maximum amount of product (1.0 means a 100% yield; for example, 0.34 means a 34% yield). (1) The reactants are [F:1][C:2]1[CH:11]=[C:10]([NH:12][S:13]([C:16]2[CH:21]=[CH:20][C:19]([N:22]3[CH:26]=[CH:25][N:24]=[N:23]3)=[CH:18][N:17]=2)(=[O:15])=[O:14])[CH:9]=[C:8]([F:27])[C:3]=1[C:4]([O:6]C)=[O:5].[OH-].[Na+].Cl. The catalyst is CO. The product is [F:27][C:8]1[CH:9]=[C:10]([NH:12][S:13]([C:16]2[CH:21]=[CH:20][C:19]([N:22]3[CH:26]=[CH:25][N:24]=[N:23]3)=[CH:18][N:17]=2)(=[O:15])=[O:14])[CH:11]=[C:2]([F:1])[C:3]=1[C:4]([OH:6])=[O:5]. The yield is 0.630. (2) The reactants are [OH:1][C:2]1[CH:9]=[CH:8][C:5]([CH:6]=[O:7])=[CH:4][C:3]=1[O:10][CH3:11].C(=O)([O-])[O-].[Li+].[Li+].F[C:19]1[CH:26]=[CH:25][C:22]([C:23]#[N:24])=[C:21]([C:27]([F:30])([F:29])[F:28])[CH:20]=1.O. The catalyst is CS(C)=O. The product is [CH:6]([C:5]1[CH:8]=[CH:9][C:2]([O:1][C:19]2[CH:26]=[CH:25][C:22]([C:23]#[N:24])=[C:21]([C:27]([F:28])([F:30])[F:29])[CH:20]=2)=[C:3]([O:10][CH3:11])[CH:4]=1)=[O:7]. The yield is 0.920. (3) The reactants are [Cl:1][C:2]1[CH:6]=[C:5]([C:7](O)=[O:8])[N:4]([CH3:10])[N:3]=1.O1CCCC1.C(Cl)(=O)C(Cl)=O.[NH2:22][C:23]1[CH:24]=[C:25]([CH:42]=[CH:43][C:44]=1[F:45])[O:26][C:27]1[CH:28]=[CH:29][C:30]2[N:31]([CH:33]=[C:34]([NH:36][C:37]([CH:39]3[CH2:41][CH2:40]3)=[O:38])[N:35]=2)[N:32]=1. The catalyst is CN(C)C=O.CN(C)C(=O)C. The product is [Cl:1][C:2]1[CH:6]=[C:5]([C:7]([NH:22][C:23]2[CH:24]=[C:25]([O:26][C:27]3[CH:28]=[CH:29][C:30]4[N:31]([CH:33]=[C:34]([NH:36][C:37]([CH:39]5[CH2:41][CH2:40]5)=[O:38])[N:35]=4)[N:32]=3)[CH:42]=[CH:43][C:44]=2[F:45])=[O:8])[N:4]([CH3:10])[N:3]=1. The yield is 0.710.